The task is: Predict the reactants needed to synthesize the given product.. This data is from Full USPTO retrosynthesis dataset with 1.9M reactions from patents (1976-2016). (1) Given the product [OH:43][CH:40]([CH2:41][OH:42])[CH2:39][NH:38][C:21]([N:11]1[C:12]([C:14]2[CH:19]=[CH:18][C:17]([Cl:20])=[CH:16][CH:15]=2)([CH3:13])[C:8]([C:5]2[CH:4]=[CH:3][C:2]([Cl:1])=[CH:7][CH:6]=2)([CH3:37])[N:9]=[C:10]1[C:24]1[CH:29]=[CH:28][C:27]([C:30]([F:31])([F:33])[F:32])=[CH:26][C:25]=1[O:34][CH2:35][CH3:36])=[O:22], predict the reactants needed to synthesize it. The reactants are: [Cl:1][C:2]1[CH:7]=[CH:6][C:5]([C:8]2([CH3:37])[C:12]([C:14]3[CH:19]=[CH:18][C:17]([Cl:20])=[CH:16][CH:15]=3)([CH3:13])[N:11]([C:21](Cl)=[O:22])[C:10]([C:24]3[CH:29]=[CH:28][C:27]([C:30]([F:33])([F:32])[F:31])=[CH:26][C:25]=3[O:34][CH2:35][CH3:36])=[N:9]2)=[CH:4][CH:3]=1.[NH2:38][CH2:39][CH:40]([OH:43])[CH2:41][OH:42]. (2) Given the product [F:1][C:2]1[C:3]([F:12])=[CH:4][C:5]2[S:9][C:8](=[N:10][C:19](=[O:20])[C:18]3[CH:22]=[C:14]([F:13])[CH:15]=[CH:16][C:17]=3[C:23]([F:26])([F:25])[F:24])[N:7]([CH:28]([CH2:33][CH3:34])[C:29]([OH:31])=[O:30])[C:6]=2[CH:11]=1, predict the reactants needed to synthesize it. The reactants are: [F:1][C:2]1[C:3]([F:12])=[CH:4][C:5]2[S:9][C:8]([NH2:10])=[N:7][C:6]=2[CH:11]=1.[F:13][C:14]1[CH:15]=[CH:16][C:17]([C:23]([F:26])([F:25])[F:24])=[C:18]([CH:22]=1)[C:19](Cl)=[O:20].Br[CH:28]([CH2:33][CH3:34])[C:29]([O:31]C)=[O:30].COC1C=CC2N=C(N)SC=2C=1.ClC1C=C(C=CC=1)C(Cl)=O.BrCC(OCC)=O. (3) Given the product [C:14]([CH2:13][N:11]([CH2:10][CH2:9][O:8][CH3:7])[CH2:3][CH2:2][C:1]([O:5][CH3:6])=[O:4])#[N:15], predict the reactants needed to synthesize it. The reactants are: [C:1]([O:5][CH3:6])(=[O:4])[CH:2]=[CH2:3].[CH3:7][O:8][CH2:9][CH2:10][NH2:11].Br[CH2:13][C:14]#[N:15]. (4) Given the product [CH2:10]([C:20]1[C:19]([CH:17]=[O:18])=[CH:23][S:22][CH:21]=1)[C:11]1[CH:12]=[CH:13][CH:14]=[CH:15][CH:16]=1, predict the reactants needed to synthesize it. The reactants are: P(O[CH2:10][C:11]1[CH:16]=[CH:15][CH:14]=[CH:13][CH:12]=1)(OCC)(OCC)=O.[CH:17]([C:19]1[C:20](B(O)O)=[CH:21][S:22][CH:23]=1)=[O:18].ClC1C=CC(CC2SC(C=O)=CC=2)=CC=1.